This data is from Full USPTO retrosynthesis dataset with 1.9M reactions from patents (1976-2016). The task is: Predict the reactants needed to synthesize the given product. (1) Given the product [NH2:30][CH:31]1[CH2:36][CH2:35][CH2:34][C:33]([C:2]2[C:6]3[CH:7]=[N:8][C:9]([NH2:23])=[C:10]([O:11][C@@H:12]([C:14]4[C:19]([Cl:20])=[CH:18][CH:17]=[C:16]([F:21])[C:15]=4[Cl:22])[CH3:13])[C:5]=3[O:4][CH:3]=2)=[CH:32]1, predict the reactants needed to synthesize it. The reactants are: Br[C:2]1[C:6]2[CH:7]=[N:8][C:9]([NH2:23])=[C:10]([O:11][C@@H:12]([C:14]3[C:19]([Cl:20])=[CH:18][CH:17]=[C:16]([F:21])[C:15]=3[Cl:22])[CH3:13])[C:5]=2[O:4][CH:3]=1.C(OC(=O)[NH:30][CH:31]1[CH2:36][CH2:35][CH:34]=[C:33](B2OC(C)(C)C(C)(C)O2)[CH2:32]1)(C)(C)C.C(OC(=O)NC1CCCC(B2OC(C)(C)C(C)(C)O2)=C1)(C)(C)C. (2) Given the product [Cl:8][C:6]1[N:5]=[C:4]([CH:9]2[CH2:11][CH2:10]2)[N:3]=[C:2]([N:19]2[CH2:18][C@@H:17]3[CH2:22][C@H:20]2[CH2:21][N:16]3[CH2:15][CH2:14][O:13][CH3:12])[CH:7]=1, predict the reactants needed to synthesize it. The reactants are: Cl[C:2]1[CH:7]=[C:6]([Cl:8])[N:5]=[C:4]([CH:9]2[CH2:11][CH2:10]2)[N:3]=1.[CH3:12][O:13][CH2:14][CH2:15][N:16]1[CH2:21][C@@H:20]2[CH2:22][C@H:17]1[CH2:18][NH:19]2.C(=O)([O-])[O-].[K+].[K+]. (3) Given the product [Cl:18][C:5]1[C:6]([NH:8][C:9]2[CH:17]=[CH:16][CH:15]=[CH:14][C:10]=2[C:11]([NH2:13])=[O:12])=[N:7][C:2]([NH:28][C:27]2[CH:29]=[CH:30][CH:31]=[C:25]([CH2:24][N:19]3[CH2:20][CH2:21][CH2:22][CH2:23]3)[CH:26]=2)=[N:3][CH:4]=1, predict the reactants needed to synthesize it. The reactants are: Cl[C:2]1[N:7]=[C:6]([NH:8][C:9]2[CH:17]=[CH:16][CH:15]=[CH:14][C:10]=2[C:11]([NH2:13])=[O:12])[C:5]([Cl:18])=[CH:4][N:3]=1.[N:19]1([CH2:24][C:25]2[CH:26]=[C:27]([CH:29]=[CH:30][CH:31]=2)[NH2:28])[CH2:23][CH2:22][CH2:21][CH2:20]1.Cl. (4) Given the product [C:1]([O:5][C:6]([C:8]1[CH:19]=[C:18]([O:20][C:47]2[CH:52]=[CH:51][C:50]([C:53](=[O:57])[N:54]([CH3:55])[CH3:56])=[CH:49][CH:48]=2)[C:11]2[CH2:12][CH:13]([CH2:15][O:16][CH3:17])[O:14][C:10]=2[CH:9]=1)=[O:7])([CH3:2])([CH3:4])[CH3:3], predict the reactants needed to synthesize it. The reactants are: [C:1]([O:5][C:6]([C:8]1[CH:19]=[C:18]([O:20]CC2C=CC=CC=2)[C:11]2[CH2:12][CH:13]([CH2:15][O:16][CH3:17])[O:14][C:10]=2[CH:9]=1)=[O:7])([CH3:4])([CH3:3])[CH3:2].C(OC(C1C=C(O[C:47]2[CH:52]=[CH:51][C:50]([C:53](=[O:57])[N:54]([CH3:56])[CH3:55])=[CH:49][CH:48]=2)C2CC(CO)OC=2C=1)=O)(C)(C)C.CI. (5) Given the product [CH2:36]([N:35]([CH2:34][CH3:45])[CH2:44][CH2:52][C:51]([O:1][CH2:2][C@H:3]1[O:7][N:6]=[C:5]([C:8]2[CH:9]=[CH:10][C:11]([C:14]3[CH:19]=[CH:18][C:17]([N:20]4[CH2:24][C@H:23]([CH2:25][N:26]5[CH:30]=[CH:29][N:28]=[N:27]5)[O:22][C:21]4=[O:31])=[CH:16][C:15]=3[F:32])=[CH:12][N:13]=2)[CH2:4]1)=[O:50])[CH3:37], predict the reactants needed to synthesize it. The reactants are: [OH:1][CH2:2][CH:3]1[O:7][N:6]=[C:5]([C:8]2[N:13]=[CH:12][C:11]([C:14]3[CH:19]=[CH:18][C:17]([N:20]4[CH2:24][C@H:23]([CH2:25][N:26]5[CH:30]=[CH:29][N:28]=[N:27]5)[O:22][C:21]4=[O:31])=[CH:16][C:15]=3[F:32])=[CH:10][CH:9]=2)[CH2:4]1.Cl.[CH3:34][N:35]([CH3:44])[CH2:36][CH2:37]CN=C=NCC.[C:45](#N)C.CC[O:50][CH2:51][CH3:52]. (6) Given the product [OH:28][C@H:27]([CH2:26][O:25][C:22]1[CH:23]=[CH:24][C:18]2[S:17][C:16]([CH3:15])=[N:20][C:19]=2[CH:21]=1)[CH2:29][N:7]1[CH2:6][CH2:5][N:4]([C:8]([O:10][C:11]([CH3:13])([CH3:12])[CH3:14])=[O:9])[CH2:3][C@@H:2]1[CH3:1], predict the reactants needed to synthesize it. The reactants are: [CH3:1][C@@H:2]1[NH:7][CH2:6][CH2:5][N:4]([C:8]([O:10][C:11]([CH3:14])([CH3:13])[CH3:12])=[O:9])[CH2:3]1.[CH3:15][C:16]1[S:17][C:18]2[CH:24]=[CH:23][C:22]([O:25][CH2:26][C@H:27]3[CH2:29][O:28]3)=[CH:21][C:19]=2[N:20]=1. (7) Given the product [F:31][C:2]([F:1])([F:32])[C:3]1[CH:4]=[C:5]([CH2:9][CH2:10][C:11]2[S:12][C:13]3[C:19]([C:20]4[CH:21]=[C:22]([CH:28]=[CH:29][CH:30]=4)[C:23]([O:25][CH2:26][CH3:27])=[O:24])=[CH:18][CH:17]=[CH:16][C:14]=3[CH:15]=2)[CH:6]=[CH:7][CH:8]=1, predict the reactants needed to synthesize it. The reactants are: [F:1][C:2]([F:32])([F:31])[C:3]1[CH:4]=[C:5](/[CH:9]=[CH:10]/[C:11]2[S:12][C:13]3[C:19]([C:20]4[CH:21]=[C:22]([CH:28]=[CH:29][CH:30]=4)[C:23]([O:25][CH2:26][CH3:27])=[O:24])=[CH:18][CH:17]=[CH:16][C:14]=3[CH:15]=2)[CH:6]=[CH:7][CH:8]=1.[H][H].